Dataset: Reaction yield outcomes from USPTO patents with 853,638 reactions. Task: Predict the reaction yield, written as a fraction of the theoretical maximum amount of product (1.0 means a 100% yield; for example, 0.34 means a 34% yield). (1) The catalyst is C(Cl)Cl. The yield is 0.870. The reactants are [F:1][C:2]1[CH:3]=[CH:4][C:5]([C:8]2[CH:13]=[CH:12][C:11]([CH2:14]O)=[CH:10][CH:9]=2)=[N:6][CH:7]=1.C1(P(C2C=CC=CC=2)C2C=CC=CC=2)C=CC=CC=1.[Br:35]N1C(=O)CCC1=O. The product is [Br:35][CH2:14][C:11]1[CH:12]=[CH:13][C:8]([C:5]2[CH:4]=[CH:3][C:2]([F:1])=[CH:7][N:6]=2)=[CH:9][CH:10]=1. (2) The reactants are [CH2:1]([C@@H:8]1[C@@H:16]([O:17][CH2:18][CH:19]([CH3:21])[CH3:20])[C@H:15]([CH3:22])[O:14][C:13](=[O:23])[C@@H:12]([NH:24][C:25]([C:27]2[C:32]([OH:33])=[C:31]([O:34][CH3:35])[CH:30]=[CH:29][N:28]=2)=[O:26])[CH2:11][O:10][CH2:9]1)[C:2]1[CH:7]=[CH:6][CH:5]=[CH:4][CH:3]=1. The catalyst is C1COCC1.[Rh]. The product is [CH:2]1([CH2:1][C@@H:8]2[C@@H:16]([O:17][CH2:18][CH:19]([CH3:21])[CH3:20])[C@H:15]([CH3:22])[O:14][C:13](=[O:23])[C@@H:12]([NH:24][C:25](=[O:26])[C:27]3[C:32]([OH:33])=[C:31]([O:34][CH3:35])[CH:30]=[CH:29][N:28]=3)[CH2:11][O:10][CH2:9]2)[CH2:3][CH2:4][CH2:5][CH2:6][CH2:7]1. The yield is 0.830. (3) The reactants are [CH3:1][C:2]1[N:3]=[C:4]2[CH:9]=[CH:8][C:7]([CH:10]=O)=[CH:6][N:5]2[C:12]=1[C:13]1[S:14][C:15]([C:24]2[N:28]=[CH:27][N:26]([CH:29]3[CH2:34][CH2:33][CH2:32][CH2:31][O:30]3)[N:25]=2)=[C:16]([C:18]2[CH:23]=[CH:22][CH:21]=[CH:20][CH:19]=2)[N:17]=1.[N:35]1([C:41]([O:43][C:44]([CH3:47])([CH3:46])[CH3:45])=[O:42])[CH2:40][CH2:39][NH:38][CH2:37][CH2:36]1.C(O)(=O)C.C(Cl)Cl.C(O[BH-](OC(=O)C)OC(=O)C)(=O)C.[Na+]. No catalyst specified. The product is [CH3:1][C:2]1[N:3]=[C:4]2[CH:9]=[CH:8][C:7]([CH2:10][N:38]3[CH2:39][CH2:40][N:35]([C:41]([O:43][C:44]([CH3:47])([CH3:46])[CH3:45])=[O:42])[CH2:36][CH2:37]3)=[CH:6][N:5]2[C:12]=1[C:13]1[S:14][C:15]([C:24]2[N:28]=[CH:27][N:26]([CH:29]3[CH2:34][CH2:33][CH2:32][CH2:31][O:30]3)[N:25]=2)=[C:16]([C:18]2[CH:23]=[CH:22][CH:21]=[CH:20][CH:19]=2)[N:17]=1. The yield is 0.619. (4) The reactants are [Cl:1][C:2]1[CH:29]=[CH:28][C:5]([CH2:6][N:7]2[C:12](=[O:13])[C:11]([C:14]([OH:16])=[O:15])=[N:10][N:9]([C:17]3[CH:22]=[CH:21][CH:20]=[C:19]([NH:23][C:24](=[O:26])[CH3:25])[CH:18]=3)[C:8]2=[O:27])=[CH:4][CH:3]=1.[CH:30](O)([CH3:32])[CH3:31]. The product is [Cl:1][C:2]1[CH:29]=[CH:28][C:5]([CH2:6][N:7]2[C:12](=[O:13])[C:11]([C:14]([O:16][CH:30]([CH3:32])[CH3:31])=[O:15])=[N:10][N:9]([C:17]3[CH:22]=[CH:21][CH:20]=[C:19]([NH:23][C:24](=[O:26])[CH3:25])[CH:18]=3)[C:8]2=[O:27])=[CH:4][CH:3]=1. The yield is 0.300. The catalyst is S(=O)(=O)(O)O.C([O-])(O)=O.[Na+]. (5) The reactants are [Br:1][C:2]1[CH:3]=[C:4]2[C:9](=[CH:10][CH:11]=1)[C:8](=[O:12])[NH:7][C:6](=[O:13])[C:5]2=[CH:14]OC.[NH2:17][CH2:18][CH2:19][CH2:20][CH2:21][OH:22]. The catalyst is CN(C)C=O. The product is [Br:1][C:2]1[CH:3]=[C:4]2[C:9](=[CH:10][CH:11]=1)[C:8](=[O:12])[NH:7][C:6](=[O:13])/[C:5]/2=[CH:14]\[NH:17][CH2:18][CH2:19][CH2:20][CH2:21][OH:22]. The yield is 0.645. (6) The reactants are [OH:1][C:2]1[CH:7]=[C:6]([CH3:8])[C:5]([C:9]2[N:10]=[C:11]([NH:14][C:15](=[O:22])[C:16]3[CH:21]=[CH:20][N:19]=[CH:18][CH:17]=3)[S:12][CH:13]=2)=[C:4]([CH3:23])[CH:3]=1.C(=O)([O-])[O-].[Cs+].[Cs+].Br[C:31]1[CH:32]=[CH:33][C:34]([NH:37][CH2:38][CH2:39][O:40][CH3:41])=[N:35][CH:36]=1. The catalyst is CN(C=O)C. The product is [CH3:41][O:40][CH2:39][CH2:38][NH:37][C:34]1[N:35]=[CH:36][C:31]([O:1][C:2]2[CH:3]=[C:4]([CH3:23])[C:5]([C:9]3[N:10]=[C:11]([NH:14][C:15](=[O:22])[C:16]4[CH:21]=[CH:20][N:19]=[CH:18][CH:17]=4)[S:12][CH:13]=3)=[C:6]([CH3:8])[CH:7]=2)=[CH:32][CH:33]=1. The yield is 0.160. (7) The reactants are [F:1][C:2]1[CH:7]=[CH:6][C:5]([N:8]2[C:13](=[O:14])[C:12]([CH3:15])=[C:11]([C:16]3[CH:21]=[CH:20][C:19]([S:22]([CH3:25])(=[O:24])=[O:23])=[CH:18][CH:17]=3)[CH:10]=[N:9]2)=[CH:4][CH:3]=1.C(Cl)(Cl)(Cl)Cl.[Br:31]N1C(=O)CCC1=O. The catalyst is C(OCC)(=O)C.C(OOC(=O)C1C=CC=CC=1)(=O)C1C=CC=CC=1. The product is [F:1][C:2]1[CH:7]=[CH:6][C:5]([N:8]2[C:13](=[O:14])[C:12]([CH2:15][Br:31])=[C:11]([C:16]3[CH:21]=[CH:20][C:19]([S:22]([CH3:25])(=[O:23])=[O:24])=[CH:18][CH:17]=3)[CH:10]=[N:9]2)=[CH:4][CH:3]=1. The yield is 0.740. (8) The product is [CH3:1][O:2][C:3](=[O:14])[CH2:4][CH2:5][C:6]1[CH:11]=[CH:10][C:9]([O:12][C:18]2[CH:19]=[CH:20][CH:21]=[C:16]([Br:15])[CH:17]=2)=[CH:8][C:7]=1[CH3:13]. The yield is 0.600. The reactants are [CH3:1][O:2][C:3](=[O:14])[CH2:4][CH2:5][C:6]1[CH:11]=[CH:10][C:9]([OH:12])=[CH:8][C:7]=1[CH3:13].[Br:15][C:16]1[CH:21]=[CH:20][CH:19]=[C:18](I)[CH:17]=1.C(=O)([O-])[O-].[Cs+].[Cs+].CC(C)(C(=O)CC(=O)C(C)(C)C)C. The catalyst is CN1CCCC1=O.[Cu]Cl. (9) The yield is 0.870. The catalyst is O1CCCC1. The product is [Br:8][CH2:9][C:10]([NH:18][C:17]1[CH:19]=[C:20]([O:24][CH3:25])[C:21]([O:22][CH3:23])=[C:15]([O:14][CH3:13])[CH:16]=1)=[O:11]. The reactants are C(N(CC)CC)C.[Br:8][CH2:9][C:10](Br)=[O:11].[CH3:13][O:14][C:15]1[CH:16]=[C:17]([CH:19]=[C:20]([O:24][CH3:25])[C:21]=1[O:22][CH3:23])[NH2:18]. (10) The reactants are [NH2:1][CH2:2][C:3]([OH:5])=[O:4].C(=O)([O-])[O-].[K+].[K+].[S:12]1[CH:16]=[CH:15][CH:14]=[C:13]1[C:17](Cl)=[O:18]. The catalyst is O. The product is [S:12]1[CH:16]=[CH:15][CH:14]=[C:13]1[C:17]([NH:1][CH2:2][C:3]([OH:5])=[O:4])=[O:18]. The yield is 0.760.